From a dataset of Retrosynthesis with 50K atom-mapped reactions and 10 reaction types from USPTO. Predict the reactants needed to synthesize the given product. (1) Given the product CN(c1ncnc2[nH]ccc12)[C@H]1C[C@H](NS(=O)(=O)CC2CC2)C1, predict the reactants needed to synthesize it. The reactants are: CN(c1ncnc2[nH]ccc12)[C@H]1C[C@H](N)C1.O=S(=O)(Cl)CC1CC1. (2) Given the product CCOC(=O)c1cc2cc(OCc3c(Cl)cccc3Cl)ccc2n1CCCC#N, predict the reactants needed to synthesize it. The reactants are: CCOC(=O)c1cc2cc(OCc3c(Cl)cccc3Cl)ccc2[nH]1.N#CCCCBr. (3) The reactants are: CCOC(=O)c1conc1-c1ccccn1. Given the product O=C(O)c1conc1-c1ccccn1, predict the reactants needed to synthesize it. (4) Given the product CC(C)c1ccc2c(c1)OC1(O)c3cccc(N)c3C(=O)C21NS(C)(=O)=O, predict the reactants needed to synthesize it. The reactants are: CC(C)c1ccc2c(c1)OC1(O)c3cccc([N+](=O)[O-])c3C(=O)C21NS(C)(=O)=O. (5) Given the product CCOC(=O)c1cn(-c2ccc3c(c2)[C@H](NC(=O)OC(C)C)C[C@H](C)N3C(C)=O)cn1, predict the reactants needed to synthesize it. The reactants are: CC(=O)OC(C)=O.CCOC(=O)c1cn(-c2ccc3c(c2)[C@H](NC(=O)OC(C)C)C[C@H](C)N3)cn1. (6) Given the product Clc1nc2cccnc2nc1-c1ccccc1, predict the reactants needed to synthesize it. The reactants are: Clc1nc2cccnc2nc1Cl.OB(O)c1ccccc1. (7) Given the product Nc1ccc(CCN2CCCC(Cc3ccccc3)C2)cc1, predict the reactants needed to synthesize it. The reactants are: CC(C)(C)OC(=O)Nc1ccc(CCN2CCCC(Cc3ccccc3)C2)cc1. (8) Given the product CC(C)(C)OC(=O)c1c(N)ccc2c1OCC1CC21, predict the reactants needed to synthesize it. The reactants are: CC(C)(C)OC(=O)c1c(NC(=O)C(F)(F)F)ccc2c1OCC1CC21. (9) Given the product Cc1cnc(-c2cc(F)cc(OCC(=O)NC3CC3)c2)nc1Nc1ccc2[nH]ncc2c1, predict the reactants needed to synthesize it. The reactants are: CC1(C)OB(c2cc(F)cc(OCC(=O)NC3CC3)c2)OC1(C)C.Cc1cnc(Cl)nc1Nc1ccc2[nH]ncc2c1.